Task: Binary Classification. Given a drug SMILES string, predict its activity (active/inactive) in a high-throughput screening assay against a specified biological target.. Dataset: HIV replication inhibition screening data with 41,000+ compounds from the AIDS Antiviral Screen (1) The drug is COc1ccc(OC)c(CCc2cc(OC)ccc2OC)c1. The result is 0 (inactive). (2) The drug is COC(=O)CC(C(C(C)=O)C(=O)OCc1ccccc1)N1C(=O)OCC1c1ccccc1. The result is 0 (inactive). (3) The compound is CC(C)(C)[Si](C)(C)OC1C(C=NO)OC(n2cnc3c(N)ncnc32)C1O[Si](C)(C)C(C)(C)C. The result is 0 (inactive). (4) The result is 0 (inactive). The compound is CCOC12OC3=C(CC1CC1=C(CCC1=O)O2)C(=O)CC3. (5) The molecule is CC1=CC(=O)C(=CN2C(=S)NC(=O)C2=Cc2cccc([N+](=O)[O-])c2)C(=O)O1. The result is 0 (inactive). (6) The result is 0 (inactive). The drug is CC1(C)CSCC(C)(C)C(=NN)C1=NN. (7) The compound is OC1=c2ccccc2=C1O. The result is 0 (inactive). (8) The drug is O=C1C2C3SC(c4cc5ccccc5cc43)C2C(=O)N1c1ccccc1. The result is 0 (inactive). (9) The molecule is Cc1cn(C2CSC(CO)CO2)c(=O)[nH]c1=O. The result is 0 (inactive). (10) The drug is C=C(C)C#CC(O)(C(=O)OC1CN2CCC1CC2)C(C)C. The result is 0 (inactive).